From a dataset of Full USPTO retrosynthesis dataset with 1.9M reactions from patents (1976-2016). Predict the reactants needed to synthesize the given product. (1) Given the product [Br:13][CH2:2][C:1]([C:4]1[CH:12]=[CH:11][C:7]([C:8]([OH:10])=[O:9])=[CH:6][CH:5]=1)=[O:3], predict the reactants needed to synthesize it. The reactants are: [C:1]([C:4]1[CH:12]=[CH:11][C:7]([C:8]([OH:10])=[O:9])=[CH:6][CH:5]=1)(=[O:3])[CH3:2].[Br:13]Br. (2) Given the product [F:12][C:11]([F:14])([F:13])[C:8]1[CH:9]=[CH:10][C:4]2[NH:3][C:2]([NH:15][C:16]3[CH:17]=[CH:18][CH:19]=[C:20]4[C:25]=3[CH2:24][CH:23]([OH:26])[CH2:22][CH2:21]4)=[N:6][C:5]=2[CH:7]=1, predict the reactants needed to synthesize it. The reactants are: Cl[C:2]1[NH:6][C:5]2[CH:7]=[C:8]([C:11]([F:14])([F:13])[F:12])[CH:9]=[CH:10][C:4]=2[N:3]=1.[NH2:15][C:16]1[CH:17]=[CH:18][CH:19]=[C:20]2[C:25]=1[CH2:24][CH:23]([OH:26])[CH2:22][CH2:21]2. (3) Given the product [CH2:3]([CH:2]1[C:1]2[CH:15]=[CH:14][CH:13]=[CH:12][C:11]=2[C:10]2[C:9]1=[CH:8][CH:7]=[CH:6][CH:18]=2)[CH3:4], predict the reactants needed to synthesize it. The reactants are: [CH2:1]([Li])[CH2:2][CH2:3][CH3:4].[CH:6]1[C:18]2CC3[C:11](=[CH:12][CH:13]=[CH:14][CH:15]=3)[C:10]=2[CH:9]=[CH:8][CH:7]=1.BrCC.Cl. (4) Given the product [CH3:3][C:4]1[C:5](=[CH2:16])[C:6]([CH3:14])([CH3:13])[CH2:7][CH:8]2[C:12]=1[O:11][CH2:10][O:9]2, predict the reactants needed to synthesize it. The reactants are: [H-].[K+].[CH3:3][C:4]1[C:5]([CH2:16][Si](C)(C)C)(O)[C:6]([CH3:14])([CH3:13])[CH2:7][CH:8]2[C:12]=1[O:11][CH2:10][O:9]2.O. (5) Given the product [Br:33][C:5]1[C:6]2[CH:11]=[CH:10][CH:9]=[CH:8][C:7]=2[CH2:1][CH2:2][N:3]([C:12](=[O:14])[CH3:13])[CH:4]=1, predict the reactants needed to synthesize it. The reactants are: [CH2:1]1[C:7]2[CH:8]=[CH:9][CH:10]=[CH:11][C:6]=2[CH2:5][CH2:4][N:3]([C:12](=[O:14])[CH3:13])[CH2:2]1.C(OOC(=O)C1C=CC=CC=1)(=O)C1C=CC=CC=1.[Br:33]N1C(=O)CCC1=O. (6) Given the product [Cl:1][CH2:2][CH2:3][CH2:4][O:5][C:6]1[CH:15]=[C:14]2[C:9]([C:10]([NH:16][C:17]3[NH:21][N:20]=[C:19]([CH2:22][C:23]([OH:25])=[O:24])[CH:18]=3)=[N:11][CH:12]=[N:13]2)=[CH:8][C:7]=1[O:27][CH3:28], predict the reactants needed to synthesize it. The reactants are: [Cl:1][CH2:2][CH2:3][CH2:4][O:5][C:6]1[CH:15]=[C:14]2[C:9]([C:10]([NH:16][C:17]3[NH:21][N:20]=[C:19]([CH2:22][C:23]([O:25]C)=[O:24])[CH:18]=3)=[N:11][CH:12]=[N:13]2)=[CH:8][C:7]=1[O:27][CH3:28].O.[OH-].[Li+].Cl. (7) Given the product [C:4]([O-:13])(=[O:15])[CH3:5].[CH3:11][CH2:12][CH2:3][CH2:4][CH2:5][CH3:6], predict the reactants needed to synthesize it. The reactants are: CO[C:3]1[CH:12]=[CH:11]C2[C:5](=[CH:6]C=CC=2)[C:4]=1[O:13]C.[O:15]=[N+]([O-])[O-].[O-][N+](=O)[O-].[O-][N+](=O)[O-].[O-][N+](=O)[O-].[O-][N+](=O)[O-].[O-][N+](=O)[O-].[Ce+4].[NH4+].[NH4+].